This data is from Forward reaction prediction with 1.9M reactions from USPTO patents (1976-2016). The task is: Predict the product of the given reaction. (1) Given the reactants [Cl-].O[NH3+:3].[C:4](=[O:7])([O-])[OH:5].[Na+].CS(C)=O.[CH3:13][C:14]([CH3:56])([CH2:46][O:47][SiH2]C(C)(C)C(C)(C)C)[C:15](=[O:45])[CH2:16][N:17]1[C:22](=[O:23])[C:21]2[CH:24]=[C:25]([CH2:27][CH3:28])[S:26][C:20]=2[N:19]([CH2:29][C:30]2[CH:35]=[CH:34][C:33]([C:36]3[C:37]([C:42]#[N:43])=[CH:38][CH:39]=[CH:40][CH:41]=3)=[CH:32][CH:31]=2)[C:18]1=[O:44], predict the reaction product. The product is: [CH2:27]([C:25]1[S:26][C:20]2[N:19]([CH2:29][C:30]3[CH:31]=[CH:32][C:33]([C:36]4[CH:41]=[CH:40][CH:39]=[CH:38][C:37]=4[C:42]4[NH:43][C:4](=[O:7])[O:5][N:3]=4)=[CH:34][CH:35]=3)[C:18](=[O:44])[N:17]([CH2:16][C:15](=[O:45])[C:14]([CH3:13])([CH3:56])[CH2:46][OH:47])[C:22](=[O:23])[C:21]=2[CH:24]=1)[CH3:28]. (2) Given the reactants [NH2:1][C:2]1[C:10]([OH:11])=[CH:9][C:5]([C:6]([OH:8])=[O:7])=[C:4]([NH:12][C:13]2[CH:18]=[CH:17][CH:16]=[CH:15][C:14]=2[F:19])[C:3]=1[F:20].[C:21]1(C)C=CC(S([O-])(=O)=O)=CC=1.[NH+]1C=CC=CC=1.S(=O)(=O)(O)O.S1(CCCC1)(=O)=O.C(OC)(=O)C.COC(OC)OC, predict the reaction product. The product is: [F:20][C:3]1[C:2]2[N:1]=[CH:21][O:11][C:10]=2[CH:9]=[C:5]([C:6]([OH:8])=[O:7])[C:4]=1[NH:12][C:13]1[CH:18]=[CH:17][CH:16]=[CH:15][C:14]=1[F:19]. (3) The product is: [ClH:27]1[C:4]2[CH:3]=[CH:2][CH:1]=[CH:6][C:5]=2[CH:7]=[CH:17]1. Given the reactants [CH:1]1[CH:2]=[CH:3][C:4](C(O)=O)=[C:5]([C:7]2[C:17]3C=CC(O)=CC=3OC3C=2C=CC(C=3)=O)[CH:6]=1.P(Cl)(Cl)(Cl)(Cl)[Cl:27].O=P(Cl)(Cl)Cl, predict the reaction product. (4) Given the reactants [OH:1][CH2:2][C@@H:3]([NH:7][C:8](=[O:14])[O:9][C:10]([CH3:13])([CH3:12])[CH3:11])[CH:4]([CH3:6])[CH3:5].[Cr](O[Cr]([O-])(=O)=O)([O-])(=O)=O.[NH+]1C=CC=CC=1.[NH+]1C=CC=CC=1, predict the reaction product. The product is: [CH3:5][CH:4]([CH3:6])[C@H:3]([NH:7][C:8](=[O:14])[O:9][C:10]([CH3:13])([CH3:12])[CH3:11])[CH:2]=[O:1]. (5) The product is: [NH:1]1[C:5]2[CH:6]=[CH:7][C:8]([C:10]([N:19]3[C@@H:20]4[C@:15]([CH2:13][CH3:14])([C:24]5[CH:25]=[CH:26][CH:27]=[CH:28][C:23]=5[CH2:22][CH2:21]4)[CH2:16][CH2:17][CH2:18]3)=[O:12])=[CH:9][C:4]=2[N:3]=[CH:2]1. Given the reactants [NH:1]1[C:5]2[CH:6]=[CH:7][C:8]([C:10]([OH:12])=O)=[CH:9][C:4]=2[N:3]=[CH:2]1.[CH2:13]([C@:15]12[C:24]3[CH:25]=[CH:26][CH:27]=[CH:28][C:23]=3[CH2:22][CH2:21][C@@H:20]1[NH:19][CH2:18][CH2:17][CH2:16]2)[CH3:14], predict the reaction product. (6) The product is: [CH2:55]([O:62][C:63](=[O:64])[NH:65][CH2:66][C@H:67]([NH:73][C:74](=[O:79])[CH2:75][C:76](=[O:78])[NH:1][C:4]1[CH:12]=[C:11]([C:13]([F:16])([F:15])[F:14])[CH:10]=[C:6]([C:7](=[O:9])[N:19]([CH3:20])[CH3:18])[CH:5]=1)[C@@H:68]([OH:72])[C:69]#[C:70][CH3:71])[C:56]1[CH:57]=[CH:58][CH:59]=[CH:60][CH:61]=1. Given the reactants [N+:1]([C:4]1[CH:5]=[C:6]([CH:10]=[C:11]([C:13]([F:16])([F:15])[F:14])[CH:12]=1)[C:7]([OH:9])=O)([O-])=O.Cl.[CH3:18][NH:19][CH3:20].C(N(CC)C(C)C)(C)C.CN(C(ON1N=NC2C=CC=NC1=2)=[N+](C)C)C.F[P-](F)(F)(F)(F)F.[Li].[CH2:55]([O:62][C:63]([NH:65][CH2:66][C@H:67]([NH:73][C:74](=[O:79])[CH2:75][C:76]([OH:78])=O)[C@@H:68]([OH:72])[C:69]#[C:70][CH3:71])=[O:64])[C:56]1[CH:61]=[CH:60][CH:59]=[CH:58][CH:57]=1, predict the reaction product. (7) Given the reactants [Cl:1][C:2]1[N:7]=[C:6]([NH:8][CH2:9][CH3:10])[C:5]([CH:11]=O)=[CH:4][N:3]=1.[CH3:13][C:14]1[CH:19]=[C:18]([C:20]2[C:25]([CH3:26])=[N:24][CH:23]=[CH:22][N:21]=2)[CH:17]=[CH:16][C:15]=1[CH2:27][C:28](OC)=[O:29].C1CCN2C(=NCCC2)CC1, predict the reaction product. The product is: [Cl:1][C:2]1[N:3]=[CH:4][C:5]2[CH:11]=[C:27]([C:15]3[CH:16]=[CH:17][C:18]([C:20]4[C:25]([CH3:26])=[N:24][CH:23]=[CH:22][N:21]=4)=[CH:19][C:14]=3[CH3:13])[C:28](=[O:29])[N:8]([CH2:9][CH3:10])[C:6]=2[N:7]=1. (8) Given the reactants [CH2:1]([O:4][C:5]1[CH:10]=[CH:9][C:8]([N+:11]([O-])=O)=[CH:7][CH:6]=1)[CH:2]=[CH2:3].CC(O)=O.C([O-])([O-])=O.[Na+].[Na+], predict the reaction product. The product is: [CH2:1]([O:4][C:5]1[CH:10]=[CH:9][C:8]([NH2:11])=[CH:7][CH:6]=1)[CH:2]=[CH2:3]. (9) The product is: [NH2:1][C:4]1[CH:30]=[CH:29][C:7]([N:8]([CH2:9][CH2:10][O:11][Si:12]([C:15]([CH3:18])([CH3:17])[CH3:16])([CH3:14])[CH3:13])[CH2:19][CH2:20][O:21][Si:22]([C:25]([CH3:27])([CH3:28])[CH3:26])([CH3:24])[CH3:23])=[CH:6][CH:5]=1. Given the reactants [N+:1]([C:4]1[CH:30]=[CH:29][C:7]([N:8]([CH2:19][CH2:20][O:21][Si:22]([C:25]([CH3:28])([CH3:27])[CH3:26])([CH3:24])[CH3:23])[CH2:9][CH2:10][O:11][Si:12]([C:15]([CH3:18])([CH3:17])[CH3:16])([CH3:14])[CH3:13])=[CH:6][CH:5]=1)([O-])=O, predict the reaction product.